Dataset: Buchwald-Hartwig C-N cross coupling reaction yields with 55,370 reactions. Task: Predict the reaction yield, written as a fraction of the theoretical maximum amount of product (1.0 means a 100% yield; for example, 0.34 means a 34% yield). The reactants are FC(F)(F)c1ccc(I)cc1.Cc1ccc(N)cc1.O=S(=O)(O[Pd]1c2ccccc2-c2ccccc2N~1)C(F)(F)F.COc1ccc(OC)c(P(C(C)(C)C)C(C)(C)C)c1-c1c(C(C)C)cc(C(C)C)cc1C(C)C.CCN=P(N=P(N(C)C)(N(C)C)N(C)C)(N(C)C)N(C)C.COC(=O)c1cc(-c2cccs2)on1. No catalyst specified. The product is Cc1ccc(Nc2ccc(C(F)(F)F)cc2)cc1. The yield is 0.324.